From a dataset of Catalyst prediction with 721,799 reactions and 888 catalyst types from USPTO. Predict which catalyst facilitates the given reaction. (1) Reactant: [CH3:1][Li].[CH:3]1([C:9]2[CH:10]=[N:11][O:12][C:13]=2[C:14]2[CH:19]=[CH:18][C:17]([C:20](=[O:22])[CH3:21])=[CH:16][CH:15]=2)[CH2:8][CH2:7][CH2:6][CH2:5][CH2:4]1. Product: [CH:3]1([C:9]2[CH:10]=[N:11][O:12][C:13]=2[C:14]2[CH:15]=[CH:16][C:17]([C:20]([OH:22])([CH3:1])[CH3:21])=[CH:18][CH:19]=2)[CH2:4][CH2:5][CH2:6][CH2:7][CH2:8]1. The catalyst class is: 1. (2) Reactant: [C:1]([O:5][C:6]([N:8]1[CH2:13][CH2:12][N:11]([CH2:14][C:15]2[CH:20]=[CH:19][CH:18]=[CH:17][CH:16]=2)[CH2:10][C@@H:9]1[CH2:21][CH2:22][OH:23])=[O:7])([CH3:4])([CH3:3])[CH3:2].N1C=CC=CC=1.[CH3:30][S:31](Cl)(=[O:33])=[O:32]. Product: [NH3:8].[CH3:1][OH:5].[C:1]([O:5][C:6]([N:8]1[CH2:13][CH2:12][N:11]([CH2:14][C:15]2[CH:16]=[CH:17][CH:18]=[CH:19][CH:20]=2)[CH2:10][C@@H:9]1[CH2:21][CH2:22][O:23][S:31]([CH3:30])(=[O:33])=[O:32])=[O:7])([CH3:4])([CH3:3])[CH3:2]. The catalyst class is: 503. (3) Reactant: [CH2:1]1[C:9]2[C:4](=[CH:5][CH:6]=[CH:7][CH:8]=2)[CH2:3][CH:2]1[C:10](=O)[CH3:11].[NH3:13].[BH4-].[Na+].C(O)(=O)C. Product: [CH2:1]1[C:9]2[C:4](=[CH:5][CH:6]=[CH:7][CH:8]=2)[CH2:3][CH:2]1[CH:10]([NH2:13])[CH3:11]. The catalyst class is: 5. (4) Reactant: [C:1]([O:5][C:6]([NH:8][CH2:9][C:10]1[C:11]([CH2:27][CH:28]([CH3:30])[CH3:29])=[N:12][C:13]([CH3:26])=[C:14]([C:18]=1[C:19]1[CH:24]=[CH:23][C:22]([CH3:25])=[CH:21][CH:20]=1)[C:15]([OH:17])=[O:16])=[O:7])([CH3:4])([CH3:3])[CH3:2].Br[CH2:32][C:33]([O:35][CH2:36][C:37]1[CH:42]=[CH:41][CH:40]=[CH:39][CH:38]=1)=[O:34].C(=O)([O-])[O-].[K+].[K+]. Product: [C:1]([O:5][C:6]([NH:8][CH2:9][C:10]1[C:11]([CH2:27][CH:28]([CH3:30])[CH3:29])=[N:12][C:13]([CH3:26])=[C:14]([C:18]=1[C:19]1[CH:24]=[CH:23][C:22]([CH3:25])=[CH:21][CH:20]=1)[C:15]([O:17][CH2:32][C:33]([O:35][CH2:36][C:37]1[CH:42]=[CH:41][CH:40]=[CH:39][CH:38]=1)=[O:34])=[O:16])=[O:7])([CH3:4])([CH3:3])[CH3:2]. The catalyst class is: 42. (5) Reactant: [CH3:1][C:2]1[CH:7]=[CH:6][C:5]([O:8][CH2:9][C:10]2[N:11]=[C:12]([C:16]3[CH:21]=[CH:20][CH:19]=[CH:18][CH:17]=3)[O:13][C:14]=2[CH3:15])=[CH:4][N:3]=1.ClC1C=CC=[C:25]([C:29]([O:31]O)=[O:30])C=1. Product: [C:29]([O:31][CH2:1][C:2]1[CH:7]=[CH:6][C:5]([O:8][CH2:9][C:10]2[N:11]=[C:12]([C:16]3[CH:21]=[CH:20][CH:19]=[CH:18][CH:17]=3)[O:13][C:14]=2[CH3:15])=[CH:4][N:3]=1)(=[O:30])[CH3:25]. The catalyst class is: 7. (6) Reactant: [O:1]1[CH:5]=[CH:4][C:3]([CH:6]([NH:8]S(C(C)(C)C)=O)[CH3:7])=[N:2]1.[ClH:15]. Product: [ClH:15].[O:1]1[CH:5]=[CH:4][C:3]([CH:6]([NH2:8])[CH3:7])=[N:2]1. The catalyst class is: 5.